Dataset: Forward reaction prediction with 1.9M reactions from USPTO patents (1976-2016). Task: Predict the product of the given reaction. (1) Given the reactants [CH3:1][O:2][C:3]1[CH:10]=[CH:9][C:6]([CH2:7][NH2:8])=[CH:5][CH:4]=1.[CH:11]([C:13]1[CH:14]=[C:15]([CH:20]=[CH:21][CH:22]=1)[C:16]([O:18][CH3:19])=[O:17])=O.C([BH3-])#N.[Na+], predict the reaction product. The product is: [CH3:1][O:2][C:3]1[CH:10]=[CH:9][C:6]([CH2:7][NH:8][CH2:11][C:13]2[CH:14]=[C:15]([CH:20]=[CH:21][CH:22]=2)[C:16]([O:18][CH3:19])=[O:17])=[CH:5][CH:4]=1. (2) Given the reactants [Cl:1][C:2]1[CH:3]=[C:4]([C:8]2[S:12][C:11]([NH:13][C:14]([C:16]3[CH:32]=[CH:31][C:19]([O:20][C@@H:21]4[CH2:26][CH2:25][C@H:24]([C:27]([O:29]C)=[O:28])[CH2:23][CH2:22]4)=[CH:18][CH:17]=3)=[O:15])=[N:10][N:9]=2)[CH:5]=[CH:6][CH:7]=1.O.[OH-].[Li+], predict the reaction product. The product is: [Cl:1][C:2]1[CH:3]=[C:4]([C:8]2[S:12][C:11]([NH:13][C:14]([C:16]3[CH:32]=[CH:31][C:19]([O:20][C@@H:21]4[CH2:22][CH2:23][C@H:24]([C:27]([OH:29])=[O:28])[CH2:25][CH2:26]4)=[CH:18][CH:17]=3)=[O:15])=[N:10][N:9]=2)[CH:5]=[CH:6][CH:7]=1.